From a dataset of Catalyst prediction with 721,799 reactions and 888 catalyst types from USPTO. Predict which catalyst facilitates the given reaction. Reactant: CC1C=CC(S(O[CH2:12][CH2:13][CH:14]2[CH2:17][S:16](=[O:19])(=[O:18])[CH2:15]2)(=O)=O)=CC=1.[Si:20]([O:27][CH2:28][C:29]1[NH:38][C:32]2=[N:33][CH:34]=[C:35]([Cl:37])[CH:36]=[C:31]2[CH:30]=1)([C:23]([CH3:26])([CH3:25])[CH3:24])([CH3:22])[CH3:21].C(=O)([O-])[O-].[K+].[K+]. Product: [Si:20]([O:27][CH2:28][C:29]1[N:38]([CH2:12][CH2:13][CH:14]2[CH2:15][S:16](=[O:18])(=[O:19])[CH2:17]2)[C:32]2=[N:33][CH:34]=[C:35]([Cl:37])[CH:36]=[C:31]2[CH:30]=1)([C:23]([CH3:26])([CH3:24])[CH3:25])([CH3:22])[CH3:21]. The catalyst class is: 10.